Binary Classification. Given a T-cell receptor sequence (or CDR3 region) and an epitope sequence, predict whether binding occurs between them. From a dataset of TCR-epitope binding with 47,182 pairs between 192 epitopes and 23,139 TCRs. The epitope is NEGVKAAW. Result: 0 (the TCR does not bind to the epitope). The TCR CDR3 sequence is CASSLDRAYHYEQYF.